This data is from Catalyst prediction with 721,799 reactions and 888 catalyst types from USPTO. The task is: Predict which catalyst facilitates the given reaction. (1) Reactant: [CH3:1][N:2]1[C:10]2[C:5](=[CH:6][CH:7]=[C:8]([N+:11]([O-])=O)[CH:9]=2)[CH:4]=[CH:3]1.[Cl-].[NH4+]. Product: [CH3:1][N:2]1[C:10]2[C:5](=[CH:6][CH:7]=[C:8]([NH2:11])[CH:9]=2)[CH:4]=[CH:3]1. The catalyst class is: 190. (2) Reactant: [NH:1]([C:3]([C:5]1[CH:10]=[CH:9][N:8]=[C:7]([NH:11][C:12](=[O:18])[O:13][C:14]([CH3:17])([CH3:16])[CH3:15])[CH:6]=1)=[O:4])[NH2:2].[CH2:19](N(CC)CC)[CH3:20].C(Cl)(=O)C.C1(C)C=CC(S(Cl)(=O)=O)=CC=1. Product: [CH3:19][C:20]1[O:4][C:3]([C:5]2[CH:10]=[CH:9][N:8]=[C:7]([NH:11][C:12](=[O:18])[O:13][C:14]([CH3:15])([CH3:17])[CH3:16])[CH:6]=2)=[N:1][N:2]=1. The catalyst class is: 30. (3) Reactant: [CH3:1][C:2]1[CH:7]=[CH:6][C:5]([N+:8]([O-:10])=[O:9])=[CH:4][C:3]=1[NH2:11].C(N(CC)CC)C.[F:19][C:20]([F:31])([F:30])[C:21](O[C:21](=[O:22])[C:20]([F:31])([F:30])[F:19])=[O:22].Cl.C([O-])(=O)C. Product: [F:19][C:20]([F:31])([F:30])[C:21]([NH:11][C:3]1[CH:4]=[C:5]([N+:8]([O-:10])=[O:9])[CH:6]=[CH:7][C:2]=1[CH3:1])=[O:22]. The catalyst class is: 64. (4) Reactant: [O:1]=[C:2]1[N:6]([CH:7]([CH2:11][C:12]2[CH:17]=[CH:16][CH:15]=[CH:14][CH:13]=2)[C:8]([OH:10])=[O:9])[C:5](=[S:18])[NH:4][CH2:3]1.[Br:19][C:20]1[CH:25]=[CH:24][C:23]([C:26]2[S:30][C:29]([CH:31]=O)=[CH:28][CH:27]=2)=[CH:22][C:21]=1[Cl:33].NCCC(O)=O.CO.C(Cl)Cl. Product: [Br:19][C:20]1[CH:25]=[CH:24][C:23]([C:26]2[S:30][C:29](/[CH:31]=[C:3]3/[NH:4][C:5](=[S:18])[N:6]([CH:7]([CH2:11][C:12]4[CH:17]=[CH:16][CH:15]=[CH:14][CH:13]=4)[C:8]([OH:10])=[O:9])[C:2]/3=[O:1])=[CH:28][CH:27]=2)=[CH:22][C:21]=1[Cl:33]. The catalyst class is: 15. (5) Reactant: [F:1][C:2]1[CH:3]=[C:4]([C:8]2[C:17](=[O:18])[C:16]3[C:11](=[CH:12][C:13]([O:19]C)=[CH:14][CH:15]=3)[O:10][CH:9]=2)[CH:5]=[CH:6][CH:7]=1.Br. Product: [F:1][C:2]1[CH:3]=[C:4]([C:8]2[C:17](=[O:18])[C:16]3[C:11](=[CH:12][C:13]([OH:19])=[CH:14][CH:15]=3)[O:10][CH:9]=2)[CH:5]=[CH:6][CH:7]=1. The catalyst class is: 6. (6) Reactant: [NH2:1][C:2]1[CH:3]=[C:4]([CH2:9][C:10]([O:12][CH3:13])=[O:11])[CH:5]=[CH:6][C:7]=1[OH:8].Cl[C:15](Cl)([O:17]C(=O)OC(Cl)(Cl)Cl)Cl. Product: [O:17]=[C:15]1[NH:1][C:2]2[CH:3]=[C:4]([CH2:9][C:10]([O:12][CH3:13])=[O:11])[CH:5]=[CH:6][C:7]=2[O:8]1. The catalyst class is: 1. (7) Reactant: [NH2:1][C:2]1[N:7]=[C:6]([C:8]2[CH:13]=[CH:12][C:11]([O:14]C)=[CH:10][CH:9]=2)[C:5]([C:16]2[CH:17]=[CH:18][C:19](=[O:25])[N:20]([CH:22]([CH3:24])[CH3:23])[N:21]=2)=[CH:4][C:3]=1[Cl:26].C([O-])(O)=O.[Na+]. Product: [NH2:1][C:2]1[N:7]=[C:6]([C:8]2[CH:9]=[CH:10][C:11]([OH:14])=[CH:12][CH:13]=2)[C:5]([C:16]2[CH:17]=[CH:18][C:19](=[O:25])[N:20]([CH:22]([CH3:24])[CH3:23])[N:21]=2)=[CH:4][C:3]=1[Cl:26]. The catalyst class is: 2. (8) Reactant: [NH2:1][CH2:2][CH2:3][OH:4].C(N(CC)CC)C.[Br:12][C:13]1[CH:18]=[CH:17][C:16]([S:19](Cl)(=[O:21])=[O:20])=[CH:15][CH:14]=1. Product: [Br:12][C:13]1[CH:18]=[CH:17][C:16]([S:19]([NH:1][CH2:2][CH2:3][OH:4])(=[O:21])=[O:20])=[CH:15][CH:14]=1. The catalyst class is: 1.